Predict the reactants needed to synthesize the given product. From a dataset of Full USPTO retrosynthesis dataset with 1.9M reactions from patents (1976-2016). Given the product [CH3:1][N:2]1[CH:6]([C:7]([O:9][C:10]([CH3:11])([CH3:13])[CH3:12])=[O:8])[CH2:5][N:4]([C:16]2[N:17]=[CH:18][N:19]([CH3:21])[CH:20]=2)[C:3]1=[O:14], predict the reactants needed to synthesize it. The reactants are: [CH3:1][N:2]1[CH:6]([C:7]([O:9][C:10]([CH3:13])([CH3:12])[CH3:11])=[O:8])[CH2:5][NH:4][C:3]1=[O:14].Br[C:16]1[N:17]=[CH:18][N:19]([CH3:21])[CH:20]=1.P([O-])([O-])([O-])=O.[K+].[K+].[K+].CN(C)[C@@H]1CCCC[C@H]1N.